From a dataset of Forward reaction prediction with 1.9M reactions from USPTO patents (1976-2016). Predict the product of the given reaction. The product is: [Cl:13][C:14]1[C:19]([NH:20][C:21]2[C:30]3[C:25](=[CH:26][C:27]([O:33][CH2:38][CH2:39][N:40]4[CH2:44][CH2:43][CH2:42][CH2:41]4)=[C:28]([O:31][CH3:32])[CH:29]=3)[N:24]=[CH:23][N:22]=2)=[C:18]2[O:34][CH2:35][O:36][C:17]2=[CH:16][CH:15]=1. Given the reactants N(C(OCC)=O)=NC(OCC)=O.[Cl:13][C:14]1[C:19]([NH:20][C:21]2[C:30]3[C:25](=[CH:26][C:27]([OH:33])=[C:28]([O:31][CH3:32])[CH:29]=3)[N:24]=[CH:23][N:22]=2)=[C:18]2[O:34][CH2:35][O:36][C:17]2=[CH:16][CH:15]=1.O[CH2:38][CH2:39][N:40]1[CH2:44][CH2:43][CH2:42][CH2:41]1.C1(P(C2C=CC=CC=2)C2C=CC=CC=2)C=CC=CC=1, predict the reaction product.